From a dataset of Experimentally validated miRNA-target interactions with 360,000+ pairs, plus equal number of negative samples. Binary Classification. Given a miRNA mature sequence and a target amino acid sequence, predict their likelihood of interaction. (1) The miRNA is hsa-miR-1245a with sequence AAGUGAUCUAAAGGCCUACAU. The protein sequence of the target gene is MSVQTYLVAYNVLQILGWSAILVKTVLGLANGLTWPQLYESVEFELKIFQTAAILEVIHAIVGLVRSPVGTTAMQVTSRVVLVWPILHLCSTARFSIGVPLLLVAWSVTEVIRYSFYALSVLKQPIPYFLLYLRYTLFYVLYPMGVSGELLTLFASLNEVDEKKILTLEMPNRLNMGISFWWVLIIAALSYIPGFPQLYFYMIGQRKKILGGGSKKKQ. Result: 0 (no interaction). (2) Result: 0 (no interaction). The protein sequence of the target gene is MSSAGGEGPEAGPGRAGGRSEPEAPGSALSVDLPGLLGQLARSFALLLPVYALGYLGLSFSWVLLALGLLAWCRRSRGLKASRLCRALALLEDEEQAVRLGVRACDLPAWVHFPDTERAEWLNKTVKHMWPFICQFIEKLFRETIEPAVRGANAHLSTFSFTKVDVGQQPLRVNGVKVYTENVDKRQIILDLQISFVGNCEIDLEIKRYFCRAGVKSIQIHGTMRVILEPLIGDMPLVGALSIFFLRKPLLEINWTGLTNLLDIPGLNGLSDTIILDIISNYLVLPNRITVPLVSEVQIA.... The miRNA is hsa-miR-3613-5p with sequence UGUUGUACUUUUUUUUUUGUUC. (3) The miRNA is hsa-miR-873-5p with sequence GCAGGAACUUGUGAGUCUCCU. The protein sequence of the target gene is MEEHGVTQTEHMATIEAHAVAQQVQQVHVATYTEHSMLSADEDSPSSPEDTSYDDSDILNSTAADEVTAHLAAAGPVGMAAAAAVATGKKRKRPHVFESNPSIRKRQQTRLLRKLRATLDEYTTRVGQQAIVLCISPSKPNPVFKVFGAAPLENVVRKYKSMILEDLESALAEHAPAPQEVNSELPPLTIDGIPVSVDKMTQAQLRAFIPEMLKYSTGRGKPGWGKESCKPIWWPEDIPWANVRSDVRTEEQKQRVSWTQALRTIVKNCYKQHGREDLLYAFEDQQTQTQATTTHSIAHL.... Result: 0 (no interaction). (4) The miRNA is hsa-miR-4708-3p with sequence AGCAAGGCGGCAUCUCUCUGAU. The protein sequence of the target gene is MLRTLLRRRLFSYPTKYYFMVLVLSLITFSVLRIHQKPEFVSVRHLELAGENPSSDINCTKVLQGDVNEIQKVKLEILTVKFKKRPRWTPDDYINMTSDCSSFIKRRKYIVEPLSKEEAEFPIAYSIVVHHKIEMLDRLLRAIYMPQNFYCIHVDTKSEDSYLAAVMGIASCFSNVFVASRLESVVYASWSRVQADLNCMKDLYAMSANWKYLINLCGMDFPIKTNLEIVRKLKLLMGENNLETERMPSHKEERWKKRYEVVNGKLTNTGTVKMLPPLETPLFSGSAYFVVSREYVGYVL.... Result: 0 (no interaction). (5) The miRNA is hsa-miR-4260 with sequence CUUGGGGCAUGGAGUCCCA. The protein sequence of the target gene is MLFDKVKAFSVQLDGATAGVEPVFSGGQAVAGRVLLELSSAARVGALRLRARGRAHVHWTESRSAGSSTAYTQSYSERVEVVSHRATLLAPDTGETTTLPPGRHEFLFSFQLPPTLVTSFEGKHGSVRYCIKATLHRPWVPARRARKVFTVIEPVDINTPALLAPQAGAREKVARSWYCNRGLVSLSAKIDRKGYTPGEVIPVFAEIDNGSTRPVLPRAAVVQTQTFMARGARKQKRAVVASLAGEPVGPGQRALWQGRALRIPPVGPSILHCRVLHVDYALKVCVDIPGTSKLLLELPL.... Result: 0 (no interaction). (6) The miRNA is hsa-miR-10b-5p with sequence UACCCUGUAGAACCGAAUUUGUG. The protein sequence of the target gene is MVLLAGTGPEGGGARCMTPPPPSPPRGAQVEEDPADYEEFEDFSSLPDTRSIASDDSFYPFEDEEEHGVESAESVPEGVPESVPETATLLRAACANNVGLLRTLVRRGVSVEEAQETDRNGRTGLIVACYHGFVDTVVALAECPHVDVNWQDSEGNTALITAAQAGHAIITNYLLNYFPGLDLERRNAFGFTALMKAAMQGRTDCIRALMLAGADVHARDPRRGMSPQEWATYTGRVDAVRLMQRLLERPCPEQFWEKYRPELPPPPEAARKPAGSKNCLQRLTDCVLSVLTPRSVRGPE.... Result: 1 (interaction).